From a dataset of Peptide-MHC class I binding affinity with 185,985 pairs from IEDB/IMGT. Regression. Given a peptide amino acid sequence and an MHC pseudo amino acid sequence, predict their binding affinity value. This is MHC class I binding data. The peptide sequence is ADRLEGDRS. The MHC is H-2-Kd with pseudo-sequence H-2-Kd. The binding affinity (normalized) is 0.0183.